This data is from Reaction yield outcomes from USPTO patents with 853,638 reactions. The task is: Predict the reaction yield, written as a fraction of the theoretical maximum amount of product (1.0 means a 100% yield; for example, 0.34 means a 34% yield). The catalyst is CO. The yield is 0.970. The reactants are C(OC(=O)[NH:10][CH:11]([CH:15]([C:17](=[O:22])[NH:18][CH:19]1[CH2:21][CH2:20]1)[OH:16])[CH2:12][CH2:13][CH3:14])C1C=CC=CC=1. The product is [CH:19]1([NH:18][C:17](=[O:22])[CH:15]([OH:16])[CH:11]([NH2:10])[CH2:12][CH2:13][CH3:14])[CH2:21][CH2:20]1.